This data is from NCI-60 drug combinations with 297,098 pairs across 59 cell lines. The task is: Regression. Given two drug SMILES strings and cell line genomic features, predict the synergy score measuring deviation from expected non-interaction effect. (1) Drug 1: C1=NC2=C(N1)C(=S)N=C(N2)N. Synergy scores: CSS=40.2, Synergy_ZIP=-2.00, Synergy_Bliss=-4.23, Synergy_Loewe=-11.0, Synergy_HSA=-5.46. Drug 2: CS(=O)(=O)CCNCC1=CC=C(O1)C2=CC3=C(C=C2)N=CN=C3NC4=CC(=C(C=C4)OCC5=CC(=CC=C5)F)Cl. Cell line: KM12. (2) Synergy scores: CSS=26.3, Synergy_ZIP=-9.62, Synergy_Bliss=-5.54, Synergy_Loewe=-5.28, Synergy_HSA=-4.60. Drug 2: CNC(=O)C1=NC=CC(=C1)OC2=CC=C(C=C2)NC(=O)NC3=CC(=C(C=C3)Cl)C(F)(F)F. Drug 1: C1=NC2=C(N1)C(=S)N=C(N2)N. Cell line: A498. (3) Drug 1: C1CN(CCN1C(=O)CCBr)C(=O)CCBr. Drug 2: CC12CCC3C(C1CCC2OP(=O)(O)O)CCC4=C3C=CC(=C4)OC(=O)N(CCCl)CCCl.[Na+]. Cell line: NCIH23. Synergy scores: CSS=21.4, Synergy_ZIP=-4.07, Synergy_Bliss=3.70, Synergy_Loewe=-2.35, Synergy_HSA=0.593. (4) Drug 1: CN1CCC(CC1)COC2=C(C=C3C(=C2)N=CN=C3NC4=C(C=C(C=C4)Br)F)OC. Drug 2: CN(CC1=CN=C2C(=N1)C(=NC(=N2)N)N)C3=CC=C(C=C3)C(=O)NC(CCC(=O)O)C(=O)O. Cell line: UO-31. Synergy scores: CSS=24.2, Synergy_ZIP=-14.1, Synergy_Bliss=-10.0, Synergy_Loewe=-6.21, Synergy_HSA=-4.59. (5) Drug 1: CS(=O)(=O)C1=CC(=C(C=C1)C(=O)NC2=CC(=C(C=C2)Cl)C3=CC=CC=N3)Cl. Drug 2: C1=C(C(=O)NC(=O)N1)F. Cell line: OVCAR3. Synergy scores: CSS=63.7, Synergy_ZIP=0.221, Synergy_Bliss=0.233, Synergy_Loewe=-7.38, Synergy_HSA=1.03. (6) Drug 1: C1=CC(=CC=C1CC(C(=O)O)N)N(CCCl)CCCl.Cl. Drug 2: C1CN(CCN1C(=O)CCBr)C(=O)CCBr. Cell line: SR. Synergy scores: CSS=85.5, Synergy_ZIP=6.57, Synergy_Bliss=5.82, Synergy_Loewe=1.31, Synergy_HSA=8.29.